Predict which catalyst facilitates the given reaction. From a dataset of Catalyst prediction with 721,799 reactions and 888 catalyst types from USPTO. (1) Reactant: [OH:1]/[N:2]=[C:3](\[CH:5]=[CH:6]\[C:7]1[CH:12]=[CH:11][C:10]([N+:13]([O-:15])=[O:14])=[CH:9][CH:8]=1)/[CH3:4].[I-].[K+].II.C([O-])(O)=O.[Na+]. Product: [CH3:4][C:3]1[CH:5]=[C:6]([C:7]2[CH:12]=[CH:11][C:10]([N+:13]([O-:15])=[O:14])=[CH:9][CH:8]=2)[O:1][N:2]=1. The catalyst class is: 132. (2) Reactant: [Cl:1][C:2]1[CH:7]=[CH:6][C:5]([CH:8]([C:24]2[CH:29]=[CH:28][CH:27]=[CH:26][CH:25]=2)[N:9]2[CH2:14][CH2:13][N:12](CC3C=CC(OC)=CC=3)[CH2:11][CH2:10]2)=[CH:4][CH:3]=1.ClC(OC(Cl)C)=O.Cl. Product: [Cl:1][C:2]1[CH:3]=[CH:4][C:5]([CH:8]([C:24]2[CH:25]=[CH:26][CH:27]=[CH:28][CH:29]=2)[N:9]2[CH2:10][CH2:11][NH:12][CH2:13][CH2:14]2)=[CH:6][CH:7]=1. The catalyst class is: 7. (3) The catalyst class is: 16. Product: [C:1]([O:5][C:6](=[O:22])[NH:7][C:8]1[CH:13]=[C:12]([N:24]([CH3:23])[CH2:25][CH2:26][CH3:27])[C:11]([C:15]([F:18])([F:17])[F:16])=[CH:10][C:9]=1[N+:19]([O-:21])=[O:20])([CH3:4])([CH3:3])[CH3:2]. Reactant: [C:1]([O:5][C:6](=[O:22])[NH:7][C:8]1[CH:13]=[C:12](Cl)[C:11]([C:15]([F:18])([F:17])[F:16])=[CH:10][C:9]=1[N+:19]([O-:21])=[O:20])([CH3:4])([CH3:3])[CH3:2].[CH3:23][NH:24][CH2:25][CH2:26][CH3:27].C(N(CC)CC)C. (4) Reactant: C[O:2][C:3](=[O:45])[C:4]1[CH:9]=[CH:8][C:7]([N:10]2[C:14](=[O:15])[C@H:13]3[C@H:16]([C:34]4[CH:39]=[CH:38][CH:37]=[C:36]([Cl:40])[C:35]=4[F:41])[C@:17]([C:26]4[CH:31]=[CH:30][C:29]([Cl:32])=[CH:28][C:27]=4[F:33])([C:24]#[N:25])[C@H:18]([CH2:19][C:20]([CH3:23])([CH3:22])[CH3:21])[N:12]3[C@@H:11]2[CH:42]2[CH2:44][CH2:43]2)=[CH:6][CH:5]=1.[Li+].[OH-]. Product: [Cl:40][C:36]1[C:35]([F:41])=[C:34]([C@H:16]2[C@H:13]3[N:12]([C@H:11]([CH:42]4[CH2:44][CH2:43]4)[N:10]([C:7]4[CH:6]=[CH:5][C:4]([C:3]([OH:45])=[O:2])=[CH:9][CH:8]=4)[C:14]3=[O:15])[C@@H:18]([CH2:19][C:20]([CH3:22])([CH3:21])[CH3:23])[C@@:17]2([C:26]2[CH:31]=[CH:30][C:29]([Cl:32])=[CH:28][C:27]=2[F:33])[C:24]#[N:25])[CH:39]=[CH:38][CH:37]=1. The catalyst class is: 87. (5) Reactant: [NH2:1][C:2]([CH3:7])([CH2:5][OH:6])[CH2:3][OH:4].[C:8](=O)(OCC)[O:9]CC. Product: [OH:4][CH2:3][C:2]1([CH3:7])[CH2:5][O:6][C:8](=[O:9])[NH:1]1. The catalyst class is: 8. (6) Reactant: [Cl:1][C:2]1[N:10]=[C:9]([Cl:11])[C:8]([F:12])=[CH:7][C:3]=1[C:4](O)=[O:5].CSC. Product: [Cl:1][C:2]1[C:3]([CH2:4][OH:5])=[CH:7][C:8]([F:12])=[C:9]([Cl:11])[N:10]=1. The catalyst class is: 1. (7) Reactant: [N:1]1[C:9]2[C:4](=[N:5][CH:6]=[CH:7][CH:8]=2)[N:3]([C:10]2[CH:15]=[CH:14][C:13]([CH2:16][C:17]([OH:19])=O)=[CH:12][CH:11]=2)[CH:2]=1.[CH:20]([N:23]1[CH2:28][CH2:27][N:26]([CH2:29][C:30]2[CH:35]=[CH:34][C:33]([NH2:36])=[CH:32][C:31]=2[C:37]([F:40])([F:39])[F:38])[CH2:25][CH2:24]1)([CH3:22])[CH3:21]. Product: [N:1]1[C:9]2[C:4](=[N:5][CH:6]=[CH:7][CH:8]=2)[N:3]([C:10]2[CH:11]=[CH:12][C:13]([CH2:16][C:17]([NH:36][C:33]3[CH:34]=[CH:35][C:30]([CH2:29][N:26]4[CH2:25][CH2:24][N:23]([CH:20]([CH3:22])[CH3:21])[CH2:28][CH2:27]4)=[C:31]([C:37]([F:40])([F:39])[F:38])[CH:32]=3)=[O:19])=[CH:14][CH:15]=2)[CH:2]=1. The catalyst class is: 61. (8) Reactant: [CH3:1][O:2][C:3]1[CH:8]=[CH:7][C:6]([O:9][CH3:10])=[CH:5][C:4]=1[C:11](=[O:27])/[CH:12]=[CH:13]/[C:14](/[C:21]1[CH:26]=[CH:25][CH:24]=[CH:23][CH:22]=1)=[CH:15]/[C:16]([O:18]CC)=[O:17].C(O)C.C(=O)(O)[O-].[Na+]. Product: [CH3:1][O:2][C:3]1[CH:8]=[CH:7][C:6]([O:9][CH3:10])=[CH:5][C:4]=1[C:11](=[O:27])/[CH:12]=[CH:13]/[C:14](/[C:21]1[CH:22]=[CH:23][CH:24]=[CH:25][CH:26]=1)=[CH:15]/[C:16]([OH:18])=[O:17]. The catalyst class is: 6. (9) The catalyst class is: 76. Product: [F:28][C:22]1[N:23]=[CH:24][C:25]2[C:20]([CH:21]=1)=[CH:19][C:18]([C:16]1[S:49][C:12]([CH2:11][CH2:10][C@@H:9]([NH:8][C:6](=[O:7])[O:5][C:1]([CH3:4])([CH3:3])[CH3:2])[CH2:29][C:30]3[CH:31]=[N:32][C:33]([C:36]([F:39])([F:38])[F:37])=[CH:34][CH:35]=3)=[N:14][N:15]=1)=[CH:27][CH:26]=2. Reactant: [C:1]([O:5][C:6]([NH:8][C@@H:9]([CH2:29][C:30]1[CH:31]=[N:32][C:33]([C:36]([F:39])([F:38])[F:37])=[CH:34][CH:35]=1)[CH2:10][CH2:11][C:12]([NH:14][NH:15][C:16]([C:18]1[CH:19]=[C:20]2[C:25](=[CH:26][CH:27]=1)[CH:24]=[N:23][C:22]([F:28])=[CH:21]2)=O)=O)=[O:7])([CH3:4])([CH3:3])[CH3:2].COC1C=CC(P2(SP(C3C=CC(OC)=CC=3)(=S)S2)=[S:49])=CC=1.